Task: Predict which catalyst facilitates the given reaction.. Dataset: Catalyst prediction with 721,799 reactions and 888 catalyst types from USPTO Reactant: [C:1]([O:5][C:6]([N:8]([CH3:17])[C@@H:9]1[CH2:13][CH2:12][C@H:11]([C:14]([OH:16])=O)[CH2:10]1)=[O:7])([CH3:4])([CH3:3])[CH3:2].[CH2:18]([NH2:20])[CH3:19].Cl.CN(C)CCCN=C=NCC.O.ON1C2C=CC=CC=2N=N1.CN1CCOCC1. Product: [CH2:18]([NH:20][C:14]([C@H:11]1[CH2:12][CH2:13][C@@H:9]([N:8]([CH3:17])[C:6](=[O:7])[O:5][C:1]([CH3:2])([CH3:3])[CH3:4])[CH2:10]1)=[O:16])[CH3:19]. The catalyst class is: 35.